Dataset: Catalyst prediction with 721,799 reactions and 888 catalyst types from USPTO. Task: Predict which catalyst facilitates the given reaction. (1) Reactant: N[C@H:2]([C:7]([OH:9])=O)[CH2:3][CH:4]([CH3:6])[CH3:5].N[C@H:11]([C:16](O)=O)[C@H:12]([CH2:14][CH3:15])C.N[C@H]([C:24]([OH:26])=O)C(C)C.C([C:30](O)=[O:31])CN.N[CH2:34][CH2:35]S(O)(=O)=O.N[C@H:41](C(O)=O)CCC(=O)N. Product: [CH3:30][O:31][C:11]1[CH:12]=[C:14]([O:26][CH3:24])[CH:15]=[C:34](/[CH:35]=[CH:6]/[C:4]2[CH:5]=[CH:41][C:7]([OH:9])=[CH:2][CH:3]=2)[CH:16]=1. The catalyst class is: 6. (2) Product: [NH2:8][C:5]1[CH:6]=[CH:7][C:2]([Cl:1])=[CH:3][C:4]=1[CH:16]([C:17]1[CH:22]=[CH:21][CH:20]=[C:19]([O:23][CH3:24])[CH:18]=1)[OH:25]. Reactant: [Cl:1][C:2]1[CH:7]=[CH:6][C:5]([NH:8]C(=O)OC(C)(C)C)=[C:4]([CH:16]([OH:25])[C:17]2[CH:22]=[CH:21][CH:20]=[C:19]([O:23][CH3:24])[CH:18]=2)[CH:3]=1.Cl.[OH-].[Na+]. The catalyst class is: 12. (3) Product: [C:6]([O:10][C:11]([N:13]1[CH2:25][C@@H:24]([CH3:26])[N:23]2[C@H:15]([CH2:16][C:17]3[C:22]2=[N:21][C:20]([S:34][CH2:32][CH3:33])=[CH:19][CH:18]=3)[CH2:14]1)=[O:12])([CH3:9])([CH3:7])[CH3:8]. Reactant: C([Li])CCC.[C:6]([O:10][C:11]([N:13]1[CH2:25][C@@H:24]([CH3:26])[N:23]2[C@H:15]([CH2:16][C:17]3[C:22]2=[N:21][C:20](COCCO)=[CH:19][CH:18]=3)[CH2:14]1)=[O:12])([CH3:9])([CH3:8])[CH3:7].[CH2:32]([S:34]SCC)[CH3:33].C([O-])(=O)C.[NH4+]. The catalyst class is: 87. (4) Reactant: Br[C:2]1[CH:7]=[C:6]([NH:8][C:9](=[O:18])[C:10]2[C:15]([Cl:16])=[CH:14][CH:13]=[CH:12][C:11]=2[Cl:17])[CH:5]=[CH:4][N:3]=1.[O:19]1[CH2:24][CH2:23][CH:22]([N:25]2[CH:29]=[C:28]([NH2:30])[CH:27]=[N:26]2)[CH2:21][CH2:20]1.CC1(C)C2C(=C(P(C3C=CC=CC=3)C3C=CC=CC=3)C=CC=2)OC2C(P(C3C=CC=CC=3)C3C=CC=CC=3)=CC=CC1=2.C([O-])([O-])=O.[Cs+].[Cs+]. Product: [Cl:17][C:11]1[CH:12]=[CH:13][CH:14]=[C:15]([Cl:16])[C:10]=1[C:9]([NH:8][C:6]1[CH:5]=[CH:4][N:3]=[C:2]([NH:30][C:28]2[CH:27]=[N:26][N:25]([CH:22]3[CH2:23][CH2:24][O:19][CH2:20][CH2:21]3)[CH:29]=2)[CH:7]=1)=[O:18]. The catalyst class is: 102. (5) Reactant: [F:1][C:2]1[CH:7]=[CH:6][C:5]([F:8])=[CH:4][C:3]=1[C:9]1[CH2:13][N:12]([C:14]([N:16]([CH3:18])[CH3:17])=[O:15])[C:11]([CH2:25][OH:26])([C:19]2[CH:24]=[CH:23][CH:22]=[CH:21][CH:20]=2)[CH:10]=1.[CH3:27]I.[H-].[Na+]. Product: [F:1][C:2]1[CH:7]=[CH:6][C:5]([F:8])=[CH:4][C:3]=1[C:9]1[CH2:13][N:12]([C:14]([N:16]([CH3:18])[CH3:17])=[O:15])[C:11]([CH2:25][O:26][CH3:27])([C:19]2[CH:24]=[CH:23][CH:22]=[CH:21][CH:20]=2)[CH:10]=1. The catalyst class is: 3. (6) Reactant: [Si:1]([O:18][C:19]1[CH:20]=[C:21]([CH:40]=[CH:41][C:42]=1[CH3:43])[CH2:22][C@@H:23]1[CH2:28][N:27]([CH2:29][CH2:30][N:31]2[CH2:36][CH2:35][O:34][C@H:33]([CH2:37][O:38][CH3:39])[CH2:32]2)[CH2:26][CH2:25][NH:24]1)([C:14]([CH3:17])([CH3:16])[CH3:15])([C:8]1[CH:13]=[CH:12][CH:11]=[CH:10][CH:9]=1)[C:2]1[CH:7]=[CH:6][CH:5]=[CH:4][CH:3]=1.[ClH:44].CCCCCC. Product: [ClH:44].[ClH:44].[ClH:44].[Si:1]([O:18][C:19]1[CH:20]=[C:21]([CH:40]=[CH:41][C:42]=1[CH3:43])[CH2:22][C@@H:23]1[CH2:28][N:27]([CH2:29][CH2:30][N:31]2[CH2:36][CH2:35][O:34][C@H:33]([CH2:37][O:38][CH3:39])[CH2:32]2)[CH2:26][CH2:25][NH:24]1)([C:14]([CH3:15])([CH3:16])[CH3:17])([C:2]1[CH:7]=[CH:6][CH:5]=[CH:4][CH:3]=1)[C:8]1[CH:9]=[CH:10][CH:11]=[CH:12][CH:13]=1. The catalyst class is: 13. (7) Reactant: [NH2:1][C@@H:2]([C:24]1[CH:29]=[CH:28][CH:27]=[CH:26][CH:25]=1)[C:3]([NH:5][CH2:6][CH2:7][CH2:8][NH:9][S:10]([C:13]1[CH:18]=[CH:17][C:16]([F:19])=[CH:15][C:14]=1[C:20]([F:23])([F:22])[F:21])(=[O:12])=[O:11])=[O:4].[CH:30]1([CH2:35][CH2:36][C:37](O)=[O:38])[CH2:34][CH2:33][CH2:32][CH2:31]1.C1C=C2C(N(O)N=NC2=CC=1)=O.CN1CCOCC1.CCN=C=NCCCN(C)C.Cl. Product: [CH:30]1([CH2:35][CH2:36][C:37]([NH:1][C@@H:2]([C:24]2[CH:29]=[CH:28][CH:27]=[CH:26][CH:25]=2)[C:3]([NH:5][CH2:6][CH2:7][CH2:8][NH:9][S:10]([C:13]2[CH:18]=[CH:17][C:16]([F:19])=[CH:15][C:14]=2[C:20]([F:22])([F:23])[F:21])(=[O:11])=[O:12])=[O:4])=[O:38])[CH2:34][CH2:33][CH2:32][CH2:31]1. The catalyst class is: 4.